This data is from HIV replication inhibition screening data with 41,000+ compounds from the AIDS Antiviral Screen. The task is: Binary Classification. Given a drug SMILES string, predict its activity (active/inactive) in a high-throughput screening assay against a specified biological target. (1) The drug is CCOC(=O)CC1=NC(C)(C)CC(C)O1. The result is 0 (inactive). (2) The compound is COc1cc2c(cc1OCc1ccccc1)CNCC2.O=CO. The result is 0 (inactive).